This data is from Catalyst prediction with 721,799 reactions and 888 catalyst types from USPTO. The task is: Predict which catalyst facilitates the given reaction. (1) Reactant: [CH2:1]([C:8]1[CH:15]=[CH:14][C:11]([CH2:12]O)=[CH:10][CH:9]=1)[C:2]1[CH:7]=[CH:6][CH:5]=[CH:4][CH:3]=1.O=S(Cl)[Cl:18]. Product: [CH2:1]([C:8]1[CH:15]=[CH:14][C:11]([CH2:12][Cl:18])=[CH:10][CH:9]=1)[C:2]1[CH:7]=[CH:6][CH:5]=[CH:4][CH:3]=1. The catalyst class is: 26. (2) Reactant: Br[C:2]1[CH:3]=[C:4]2[N:9]([CH:10]=1)[CH:8]=[CH:7][C:6]([C:11]([O:13][CH2:14][CH3:15])=[O:12])=[CH:5]2.[B:16]1([B:16]2[O:20][C:19]([CH3:22])([CH3:21])[C:18]([CH3:24])([CH3:23])[O:17]2)[O:20][C:19]([CH3:22])([CH3:21])[C:18]([CH3:24])([CH3:23])[O:17]1.C([O-])(=O)C.[K+]. Product: [CH3:23][C:18]1([CH3:24])[C:19]([CH3:22])([CH3:21])[O:20][B:16]([C:2]2[CH:3]=[C:4]3[N:9]([CH:10]=2)[CH:8]=[CH:7][C:6]([C:11]([O:13][CH2:14][CH3:15])=[O:12])=[CH:5]3)[O:17]1. The catalyst class is: 418. (3) Reactant: [NH2:1][C:2]1[S:3][C:4]([CH2:11][CH3:12])=[CH:5][C:6]=1[C:7]([O:9]C)=O.ClC(Cl)(O[C:17](=[O:23])OC(Cl)(Cl)Cl)Cl.C(N(CC)CC)C.[N:32]1[CH:37]=[CH:36][CH:35]=[CH:34][C:33]=1[CH2:38][CH2:39][NH2:40]. Product: [CH2:11]([C:4]1[S:3][C:2]2[NH:1][C:17](=[O:23])[N:40]([CH2:39][CH2:38][C:33]3[CH:34]=[CH:35][CH:36]=[CH:37][N:32]=3)[C:7](=[O:9])[C:6]=2[CH:5]=1)[CH3:12]. The catalyst class is: 2. (4) Reactant: [CH2:1]([N:8]1[CH2:13][CH2:12][C:11]([C:15]2[CH:20]=[CH:19][CH:18]=[CH:17][C:16]=2[O:21][CH3:22])(O)[CH2:10][CH2:9]1)[C:2]1[CH:7]=[CH:6][CH:5]=[CH:4][CH:3]=1.S(=O)(=O)(O)[O-].[K+].C(=O)([O-])[O-].[Na+].[Na+]. Product: [CH2:1]([N:8]1[CH2:9][CH:10]=[C:11]([C:15]2[CH:20]=[CH:19][CH:18]=[CH:17][C:16]=2[O:21][CH3:22])[CH2:12][CH2:13]1)[C:2]1[CH:3]=[CH:4][CH:5]=[CH:6][CH:7]=1. The catalyst class is: 6.